Predict the product of the given reaction. From a dataset of Forward reaction prediction with 1.9M reactions from USPTO patents (1976-2016). (1) Given the reactants [Br:1][C:2]1[C:10]2[C:5](=[CH:6][N:7]=[CH:8][CH:9]=2)[S:4][C:3]=1[C:11]([OH:13])=O.C[N:15](C=O)C.C(Cl)(=O)C(Cl)=O.[OH-].[NH4+], predict the reaction product. The product is: [Br:1][C:2]1[C:10]2[C:5](=[CH:6][N:7]=[CH:8][CH:9]=2)[S:4][C:3]=1[C:11]([NH2:15])=[O:13]. (2) Given the reactants [C:1]([C:4]1[CH:5]=[CH:6][C:7]2[N:8]([C:10]([C:13]([NH:15][C:16]3[CH:21]=[C:20]([C:22]4[N:26]=[C:25]([CH3:27])[O:24][N:23]=4)[CH:19]=[CH:18][C:17]=3[CH3:28])=[O:14])=[CH:11][N:12]=2)[CH:9]=1)(=[S:3])[NH2:2].Cl[CH:30]([C:34](=O)[CH3:35])[C:31](=[O:33])[CH3:32], predict the reaction product. The product is: [C:31]([C:30]1[S:3][C:1]([C:4]2[CH:5]=[CH:6][C:7]3[N:8]([C:10]([C:13]([NH:15][C:16]4[CH:21]=[C:20]([C:22]5[N:26]=[C:25]([CH3:27])[O:24][N:23]=5)[CH:19]=[CH:18][C:17]=4[CH3:28])=[O:14])=[CH:11][N:12]=3)[CH:9]=2)=[N:2][C:34]=1[CH3:35])(=[O:33])[CH3:32]. (3) Given the reactants [F:1][C:2]1([F:36])[CH2:8][N:7]([CH2:9][CH2:10][CH2:11][C:12]2[CH:17]=[CH:16][CH:15]=[CH:14][CH:13]=2)[C:6]2[N:18]=[C:19]([NH:22][C:23]3[CH:31]=[CH:30][C:26]([C:27](O)=[O:28])=[CH:25][C:24]=3[O:32][CH3:33])[N:20]=[CH:21][C:5]=2[N:4]([CH3:34])[C:3]1=[O:35].C(N(C(C)C)C(C)C)C.[O:46]1[CH2:51][CH2:50][CH:49]([NH2:52])[CH2:48][CH2:47]1, predict the reaction product. The product is: [F:1][C:2]1([F:36])[CH2:8][N:7]([CH2:9][CH2:10][CH2:11][C:12]2[CH:13]=[CH:14][CH:15]=[CH:16][CH:17]=2)[C:6]2[N:18]=[C:19]([NH:22][C:23]3[CH:31]=[CH:30][C:26]([C:27]([NH:52][CH:49]4[CH2:50][CH2:51][O:46][CH2:47][CH2:48]4)=[O:28])=[CH:25][C:24]=3[O:32][CH3:33])[N:20]=[CH:21][C:5]=2[N:4]([CH3:34])[C:3]1=[O:35].